From a dataset of Reaction yield outcomes from USPTO patents with 853,638 reactions. Predict the reaction yield, written as a fraction of the theoretical maximum amount of product (1.0 means a 100% yield; for example, 0.34 means a 34% yield). (1) The product is [CH3:30][C:20]1[CH:25]=[CH:24][C:23]([S:26]([O:10][CH2:9][CH:7]2[CH2:6][C:5]3[CH:11]=[CH:12][C:2]([F:1])=[C:3]([C:13]4[CH:18]=[CH:17][CH:16]=[CH:15][C:14]=4[CH3:19])[C:4]=3[O:8]2)(=[O:28])=[O:27])=[CH:22][CH:21]=1. The reactants are [F:1][C:2]1[CH:12]=[CH:11][C:5]2[CH2:6][CH:7]([CH2:9][OH:10])[O:8][C:4]=2[C:3]=1[C:13]1[CH:18]=[CH:17][CH:16]=[CH:15][C:14]=1[CH3:19].[C:20]1([CH3:30])[CH:25]=[CH:24][C:23]([S:26](Cl)(=[O:28])=[O:27])=[CH:22][CH:21]=1.CC1C=CC(S(OCC2CC3C(C(F)(F)F)=CC=C(Cl)C=3O2)(=O)=O)=CC=1. The yield is 0.900. No catalyst specified. (2) The reactants are [N+:1]([C:4]1[CH:5]=[C:6]2[C:10](=[CH:11][CH:12]=1)[NH:9][N:8]=[CH:7]2)([O-:3])=[O:2].[H-].[Na+].[F:15][C:16]1[CH:21]=[C:20]([F:22])[CH:19]=[CH:18][C:17]=1[C:23]1([CH2:26][N:27]2[CH:31]=[N:30][CH:29]=[N:28]2)[CH2:25][O:24]1.O. The catalyst is CN(C)C=O.C(OCC)(=O)C. The product is [F:15][C:16]1[CH:21]=[C:20]([F:22])[CH:19]=[CH:18][C:17]=1[C:23]([OH:24])([CH2:26][N:27]1[CH:31]=[N:30][CH:29]=[N:28]1)[CH2:25][N:9]1[C:10]2[C:6](=[CH:5][C:4]([N+:1]([O-:3])=[O:2])=[CH:12][CH:11]=2)[CH:7]=[N:8]1. The yield is 0.470. (3) The reactants are [CH3:16][C:11]1([CH3:17])[C:12]([CH3:15])([CH3:14])[O:13][B:9]([B:9]2[O:13][C:12]([CH3:15])([CH3:14])[C:11]([CH3:17])([CH3:16])[O:10]2)[O:10]1.[F:19][C:20]1[C:27]([CH2:28][O:29][CH3:30])=[CH:26][CH:25]=[CH:24][C:21]=1[C:22]#[N:23]. The catalyst is CCCCCC.CCOC(C)=O. The product is [F:19][C:20]1[C:27]([CH2:28][O:29][CH3:30])=[CH:26][C:25]([B:9]2[O:10][C:11]([CH3:16])([CH3:17])[C:12]([CH3:14])([CH3:15])[O:13]2)=[CH:24][C:21]=1[C:22]#[N:23]. The yield is 0.190. (4) The reactants are [Br:1][C:2]1[CH:3]=[C:4]([C:9]2[NH:13][N:12]=[N:11][N:10]=2)[CH:5]=[C:6]([Br:8])[CH:7]=1.[C:14]1([CH:20]([C:22]2[CH:27]=[CH:26][CH:25]=[CH:24][CH:23]=2)O)[CH:19]=[CH:18][CH:17]=[CH:16][CH:15]=1.CC1C=CC(S(O)(=O)=O)=CC=1.O. The yield is 0.850. The product is [CH:20]([N:11]1[N:12]=[N:13][C:9]([C:4]2[CH:5]=[C:6]([Br:8])[CH:7]=[C:2]([Br:1])[CH:3]=2)=[N:10]1)([C:14]1[CH:19]=[CH:18][CH:17]=[CH:16][CH:15]=1)[C:22]1[CH:27]=[CH:26][CH:25]=[CH:24][CH:23]=1. The catalyst is C1(C)C=CC=CC=1. (5) The reactants are [F:1][C:2]1[CH:7]=[CH:6][C:5]([N:8]2[C:16]3[C:11](=[CH:12][C:13]([CH:17](C4C=CC=CC=4)[C:18]([CH3:23])([CH3:22])[C:19](O)=[O:20])=[CH:14][CH:15]=3)[CH:10]=[N:9]2)=[CH:4][CH:3]=1.[N:30]1C=CC=CC=1.N1C(F)=NC(F)=NC=1F.F[C:46]1[CH:51]=[CH:50][C:49](N2[C:51]3[C:46](=[CH:47][C:48](C([C:46]4[CH:51]=[CH:50][CH:49]=[CH:48][CH:47]=4)C(C)(C)C(F)=O)=[CH:49][CH:50]=3)C=N2)=[CH:48][CH:47]=1.N. The catalyst is C(Cl)Cl.C1COCC1.O. The product is [F:1][C:2]1[CH:7]=[CH:6][C:5]([N:8]2[C:16]3[C:11](=[CH:12][C:13]([CH:17]([C:46]4[CH:51]=[CH:50][CH:49]=[CH:48][CH:47]=4)[C:18]([CH3:22])([CH3:23])[C:19]([NH2:30])=[O:20])=[CH:14][CH:15]=3)[CH:10]=[N:9]2)=[CH:4][CH:3]=1. The yield is 1.00. (6) The reactants are [NH:1]1[CH2:6][CH2:5][CH2:4][CH2:3][CH2:2]1.Cl[C:8]1[C:13]([CH:14]([CH2:19][CH2:20][CH3:21])[C:15]([O:17][CH3:18])=[O:16])=[C:12]([CH3:22])[N:11]=[C:10]([C:23]2[CH:28]=[CH:27][CH:26]=[CH:25][CH:24]=2)[N:9]=1. The catalyst is O1CCCC1.C(=O)([O-])O.[Na+]. The product is [CH3:22][C:12]1[C:13]([CH:14]([CH2:19][CH2:20][CH3:21])[C:15]([O:17][CH3:18])=[O:16])=[C:8]([N:1]2[CH2:6][CH2:5][CH2:4][CH2:3][CH2:2]2)[N:9]=[C:10]([C:23]2[CH:28]=[CH:27][CH:26]=[CH:25][CH:24]=2)[N:11]=1. The yield is 0.510. (7) The reactants are [F:1][CH2:2][C:3]([C:7]1[CH:11]=[C:10]([NH:12][C:13](=[O:21])OC2C=CC=CC=2)[N:9]([C:22]2[CH:27]=[CH:26][CH:25]=[CH:24][CH:23]=2)[N:8]=1)([CH3:6])[CH2:4][F:5].[CH3:28][O:29][C:30]1[CH:31]=[C:32]2[C:37](=[CH:38][C:39]=1[O:40][CH3:41])[N:36]=[CH:35][N:34]=[C:33]2[S:42][C:43]1[CH:44]=[C:45]([CH:47]=[CH:48][CH:49]=1)[NH2:46].C(N(CC)C(C)C)(C)C. The catalyst is C1COCC1. The product is [F:1][CH2:2][C:3]([C:7]1[CH:11]=[C:10]([NH:12][C:13]([NH:46][C:45]2[CH:47]=[CH:48][CH:49]=[C:43]([S:42][C:33]3[C:32]4[C:37](=[CH:38][C:39]([O:40][CH3:41])=[C:30]([O:29][CH3:28])[CH:31]=4)[N:36]=[CH:35][N:34]=3)[CH:44]=2)=[O:21])[N:9]([C:22]2[CH:27]=[CH:26][CH:25]=[CH:24][CH:23]=2)[N:8]=1)([CH3:6])[CH2:4][F:5]. The yield is 0.400. (8) The reactants are [CH3:1][C:2]1[CH:3]=[C:4]([C:13]([O:15][CH3:16])=[O:14])[C:5]2[CH:6]=[CH:7][C:8](=[O:12])[O:9][C:10]=2[CH:11]=1.[CH3:17][Si:18]([C:21]#C)([CH3:20])[CH3:19]. The catalyst is [Cu]I.C1C=CC([P]([Pd]([P](C2C=CC=CC=2)(C2C=CC=CC=2)C2C=CC=CC=2)([P](C2C=CC=CC=2)(C2C=CC=CC=2)C2C=CC=CC=2)[P](C2C=CC=CC=2)(C2C=CC=CC=2)C2C=CC=CC=2)(C2C=CC=CC=2)C2C=CC=CC=2)=CC=1. The product is [CH3:17][Si:18]([C:21]#[C:1][C:2]1[CH:3]=[C:4]([C:13]([O:15][CH3:16])=[O:14])[C:5]2[CH:6]=[CH:7][C:8](=[O:12])[O:9][C:10]=2[CH:11]=1)([CH3:20])[CH3:19]. The yield is 0.830. (9) The reactants are Br[C:2]1[CH:3]=[N:4][CH:5]=[C:6]([C:8]([F:11])([F:10])[F:9])[CH:7]=1.[NH4+].[OH-].[CH3:14][N:15](C=O)C. The catalyst is CCOCC.[C-]#N.[C-]#N.[Zn+2].C1C=CC([P]([Pd]([P](C2C=CC=CC=2)(C2C=CC=CC=2)C2C=CC=CC=2)([P](C2C=CC=CC=2)(C2C=CC=CC=2)C2C=CC=CC=2)[P](C2C=CC=CC=2)(C2C=CC=CC=2)C2C=CC=CC=2)(C2C=CC=CC=2)C2C=CC=CC=2)=CC=1. The product is [F:9][C:8]([F:11])([F:10])[C:6]1[CH:5]=[N:4][CH:3]=[C:2]([CH:7]=1)[C:14]#[N:15]. The yield is 0.440.